Dataset: Reaction yield outcomes from USPTO patents with 853,638 reactions. Task: Predict the reaction yield, written as a fraction of the theoretical maximum amount of product (1.0 means a 100% yield; for example, 0.34 means a 34% yield). The reactants are [CH2:1]([NH:8][CH:9]([C:13]1[CH:18]=[CH:17][CH:16]=[CH:15][CH:14]=1)[C:10]([OH:12])=[O:11])[C:2]1[CH:7]=[CH:6][CH:5]=[CH:4][CH:3]=1.C1CCC(N=C=NC2CCCCC2)CC1.C1C=CC2N(O)N=NC=2C=1.[N:44]12[CH2:51][CH2:50][CH:47]([CH2:48][CH2:49]1)[C@@H:46](O)[CH2:45]2. The catalyst is C1COCC1. The product is [CH2:1]([NH:8][CH:9]([C:13]1[CH:18]=[CH:17][CH:16]=[CH:15][CH:14]=1)[C:10]([O:12][C@@H:46]1[CH:47]2[CH2:50][CH2:51][N:44]([CH2:49][CH2:48]2)[CH2:45]1)=[O:11])[C:2]1[CH:3]=[CH:4][CH:5]=[CH:6][CH:7]=1. The yield is 0.520.